Dataset: Full USPTO retrosynthesis dataset with 1.9M reactions from patents (1976-2016). Task: Predict the reactants needed to synthesize the given product. (1) Given the product [CH3:7][C:8]1[CH:3]=[CH:4][CH:5]=[C:16]([CH3:18])[C:15]=1[NH:12][C:27](=[O:28])[C:26]1[CH:30]=[CH:31][C:23]([F:22])=[CH:24][CH:25]=1, predict the reactants needed to synthesize it. The reactants are: CN(C)[C:3]1[CH:8]=[CH:7]C=[CH:5][CH:4]=1.C([N:12]([CH2:15][CH3:16])CC)C.O1CCC[CH2:18]1.[F:22][C:23]1[CH:31]=[CH:30][C:26]([C:27](Cl)=[O:28])=[CH:25][CH:24]=1. (2) Given the product [ClH:20].[C:1]([C:5]1[N:10]=[C:9]([N:11]2[CH2:16][CH2:15][N:14]([CH2:17][CH2:18][CH2:19][S:31][C:26]3[N:25]([CH3:24])[C:29]([CH3:30])=[N:28][N:27]=3)[CH2:13][CH2:12]2)[CH:8]=[C:7]([CH2:21][CH2:22][CH3:23])[N:6]=1)([CH3:4])([CH3:3])[CH3:2], predict the reactants needed to synthesize it. The reactants are: [C:1]([C:5]1[N:10]=[C:9]([N:11]2[CH2:16][CH2:15][N:14]([CH2:17][CH2:18][CH2:19][Cl:20])[CH2:13][CH2:12]2)[CH:8]=[C:7]([CH2:21][CH2:22][CH3:23])[N:6]=1)([CH3:4])([CH3:3])[CH3:2].[CH3:24][N:25]1[C:29]([CH3:30])=[N:28][N:27]=[C:26]1[SH:31]. (3) Given the product [C:10]([O:14][C:15]([N:17]1[CH2:18][CH:19]=[C:20]([C:2]2[CH:7]=[C:6]([O:8][CH3:9])[N:5]=[CH:4][N:3]=2)[CH2:21][CH2:22]1)=[O:16])([CH3:13])([CH3:11])[CH3:12], predict the reactants needed to synthesize it. The reactants are: Cl[C:2]1[CH:7]=[C:6]([O:8][CH3:9])[N:5]=[CH:4][N:3]=1.[C:10]([O:14][C:15]([N:17]1[CH2:22][CH:21]=[C:20](B2OC(C)(C)C(C)(C)O2)[CH2:19][CH2:18]1)=[O:16])([CH3:13])([CH3:12])[CH3:11].C(=O)([O-])[O-].[Na+].[Na+].O. (4) Given the product [C:1]([C:5]1[CH:23]=[CH:22][C:8]([C:9]([NH:11][C:12]2[N:13]=[C:14]3[CH:19]=[CH:18][C:17]([N:24]4[CH:28]=[C:27]([CH2:29][OH:30])[N:26]=[CH:25]4)=[N:16][N:15]3[CH:21]=2)=[O:10])=[CH:7][CH:6]=1)([CH3:4])([CH3:3])[CH3:2], predict the reactants needed to synthesize it. The reactants are: [C:1]([C:5]1[CH:23]=[CH:22][C:8]([C:9]([NH:11][C:12]2[N:13]=[C:14]3[CH:19]=[CH:18][C:17](Cl)=[N:16][N:15]3[CH:21]=2)=[O:10])=[CH:7][CH:6]=1)([CH3:4])([CH3:3])[CH3:2].[NH:24]1[CH:28]=[C:27]([CH2:29][OH:30])[N:26]=[CH:25]1.[H-].[Na+].O. (5) The reactants are: [Br:1][C:2]1[CH:11]=[CH:10][C:9]2[N:8]=[C:7](Cl)[C:6]3=[N:13][N:14](CC4C=CC(OC)=CC=4)[CH:15]=[C:5]3[C:4]=2[CH:3]=1.[NH:25]1[CH:29]=[CH:28][C:27]([NH2:30])=[N:26]1.Cl. Given the product [Br:1][C:2]1[CH:11]=[CH:10][C:9]2[N:8]=[C:7]([NH:30][C:27]3[CH:28]=[CH:29][NH:25][N:26]=3)[C:6]3=[N:13][NH:14][CH:15]=[C:5]3[C:4]=2[CH:3]=1, predict the reactants needed to synthesize it. (6) Given the product [C:28]([O:32][C:33](=[O:41])[CH2:34][CH:35]([NH:40][C:17](=[O:18])[C@@H:16]([N:12]1[CH:13]=[CH:14][CH:15]=[C:10]([NH:9][C:1](=[O:8])[C:2]2[CH:3]=[CH:4][CH:5]=[CH:6][CH:7]=2)[C:11]1=[O:27])[CH2:20][C:21]1[CH:26]=[CH:25][CH:24]=[CH:23][CH:22]=1)[CH:36]([OH:39])[CH2:37][F:38])([CH3:31])([CH3:29])[CH3:30], predict the reactants needed to synthesize it. The reactants are: [C:1]([NH:9][C:10]1[C:11](=[O:27])[N:12]([C@@H:16]([CH2:20][C:21]2[CH:26]=[CH:25][CH:24]=[CH:23][CH:22]=2)[C:17](O)=[O:18])[CH:13]=[CH:14][CH:15]=1)(=[O:8])[C:2]1[CH:7]=[CH:6][CH:5]=[CH:4][CH:3]=1.[C:28]([O:32][C:33](=[O:41])[CH2:34][CH:35]([NH2:40])[CH:36]([OH:39])[CH2:37][F:38])([CH3:31])([CH3:30])[CH3:29].C1C=CC2N(O)N=NC=2C=1.C(Cl)CCl. (7) Given the product [CH2:32]([O:31][C:29]([N:11]1[CH2:12][CH2:13][C:8]([C:5]2[CH:6]=[CH:7][C:2]([Br:1])=[CH:3][CH:4]=2)([C:14]2[CH:15]=[CH:16][C:17]([Cl:20])=[CH:18][CH:19]=2)[CH2:9][CH2:10]1)=[O:30])[CH3:33], predict the reactants needed to synthesize it. The reactants are: [Br:1][C:2]1[CH:7]=[CH:6][C:5]([C:8]2([C:14]3[CH:19]=[CH:18][C:17]([Cl:20])=[CH:16][CH:15]=3)[CH2:13][CH2:12][NH:11][CH2:10][CH2:9]2)=[CH:4][CH:3]=1.C(N(CC)CC)C.Cl[C:29]([O:31][CH2:32][CH3:33])=[O:30]. (8) Given the product [CH2:30]([O:29][C:27]([C:26]1[C:19]([CH2:20][C:21]([O:23][CH2:24][CH3:25])=[O:22])=[N:1][C:2]2[C:3]([C:4]=1[NH2:5])=[C:6]([CH2:10][CH2:11][CH:12]1[CH2:17][CH2:16][CH2:15][CH2:14][CH2:13]1)[CH:7]=[CH:8][CH:9]=2)=[O:28])[CH3:31], predict the reactants needed to synthesize it. The reactants are: [NH2:1][C:2]1[CH:9]=[CH:8][CH:7]=[C:6]([CH2:10][CH2:11][CH:12]2[CH2:17][CH2:16][CH2:15][CH2:14][CH2:13]2)[C:3]=1[C:4]#[N:5].O=[C:19]([CH2:26][C:27]([O:29][CH2:30][CH3:31])=[O:28])[CH2:20][C:21]([O:23][CH2:24][CH3:25])=[O:22].